Dataset: hERG Central: cardiac toxicity at 1µM, 10µM, and general inhibition. Task: Predict hERG channel inhibition at various concentrations. (1) The molecule is Cc1ccccc1S(=O)(=O)Cc1ccc(C(=O)NCCN(Cc2ccccc2)C(C)C)o1. Results: hERG_inhib (hERG inhibition (general)): blocker. (2) The molecule is COc1ccc(C2C(C(=O)N3CCN(c4ccccn4)CC3)CC(=O)N2c2ccc(OC)cc2)cc1. Results: hERG_inhib (hERG inhibition (general)): blocker. (3) The molecule is Cc1cc(N2CCN(c3nnnn3-c3ccccc3)CC2)n2ncnc2n1. Results: hERG_inhib (hERG inhibition (general)): blocker. (4) The drug is O=C(Cn1ncc2c(=O)oc3ccccc3c21)N1CCN(C(=O)c2ccco2)CC1. Results: hERG_inhib (hERG inhibition (general)): blocker. (5) The drug is COc1cccc(-c2ccc(NC(=O)C3CCCN(CCCn4cccn4)C3)cc2)c1. Results: hERG_inhib (hERG inhibition (general)): blocker.